From a dataset of Forward reaction prediction with 1.9M reactions from USPTO patents (1976-2016). Predict the product of the given reaction. (1) Given the reactants [CH2:1]([O:8][CH2:9][CH2:10][CH2:11][O:12][C:13]1[CH:18]=[CH:17][CH:16]=[C:15]([CH:19]=[O:20])[C:14]=1OS(C(F)(F)F)(=O)=O)[C:2]1[CH:7]=[CH:6][CH:5]=[CH:4][CH:3]=1.[B:29]1([B:29]2[O:33][C:32]([CH3:35])([CH3:34])[C:31]([CH3:37])([CH3:36])[O:30]2)[O:33][C:32]([CH3:35])([CH3:34])[C:31]([CH3:37])([CH3:36])[O:30]1.CC([O-])=O.[K+], predict the reaction product. The product is: [CH2:1]([O:8][CH2:9][CH2:10][CH2:11][O:12][C:13]1[C:14]([B:29]2[O:33][C:32]([CH3:35])([CH3:34])[C:31]([CH3:37])([CH3:36])[O:30]2)=[C:15]([CH:16]=[CH:17][CH:18]=1)[CH:19]=[O:20])[C:2]1[CH:7]=[CH:6][CH:5]=[CH:4][CH:3]=1. (2) Given the reactants [Br:1][C:2]1[O:6][C:5]([CH:7]=O)=[CH:4][CH:3]=1.[N+:9]([CH3:12])([O-:11])=[O:10].[OH-].[Na+].Cl, predict the reaction product. The product is: [Br:1][C:2]1[O:6][C:5](/[CH:7]=[CH:12]/[N+:9]([O-:11])=[O:10])=[CH:4][CH:3]=1. (3) Given the reactants [CH3:1][C:2]1[C:7]([C:8]([OH:10])=O)=[CH:6][N:5]=[C:4]([C:11]2[S:12][CH:13]=[CH:14][N:15]=2)[N:3]=1.[Cl-].[F:17][C:18]1[CH:19]=[C:20]2[C:24](=[CH:25][CH:26]=1)[N:23]([NH3+:27])[CH:22]=[C:21]2[CH3:28].CN1CCOCC1.[Cl-].COC1N=C(OC)N=C([N+]2(C)CCOCC2)N=1, predict the reaction product. The product is: [F:17][C:18]1[CH:19]=[C:20]2[C:24](=[CH:25][CH:26]=1)[N:23]([NH:27][C:8]([C:7]1[C:2]([CH3:1])=[N:3][C:4]([C:11]3[S:12][CH:13]=[CH:14][N:15]=3)=[N:5][CH:6]=1)=[O:10])[CH:22]=[C:21]2[CH3:28].